Dataset: Forward reaction prediction with 1.9M reactions from USPTO patents (1976-2016). Task: Predict the product of the given reaction. (1) Given the reactants [CH2:1]([C:3]1[CH:4]=[C:5]2[C:9](=[CH:10][C:11]=1[CH2:12][CH3:13])[CH2:8][CH:7]([NH:14][CH2:15][C@@H:16]([C:18]1[CH:27]=[CH:26][C:25]([OH:28])=[C:24]3[C:19]=1[CH:20]=[CH:21][C:22](=[O:29])[NH:23]3)[OH:17])[CH2:6]2)[CH3:2].[C:30]([OH:39])(=[O:38])[CH:31]([CH:33]([C:35]([OH:37])=[O:36])[OH:34])[OH:32], predict the reaction product. The product is: [C:35]([CH:33]([CH:31]([C:30]([OH:39])=[O:38])[OH:32])[OH:34])([OH:37])=[O:36].[CH2:12]([C:11]1[CH:10]=[C:9]2[C:5](=[CH:4][C:3]=1[CH2:1][CH3:2])[CH2:6][CH:7]([NH:14][CH2:15][C@@H:16]([C:18]1[CH:27]=[CH:26][C:25]([OH:28])=[C:24]3[C:19]=1[CH:20]=[CH:21][C:22](=[O:29])[NH:23]3)[OH:17])[CH2:8]2)[CH3:13]. (2) Given the reactants [C:1]([O:5][C:6](=[O:33])[NH:7][CH:8]([C:28]1[NH:29][CH:30]=[CH:31][N:32]=1)[CH2:9][C:10]1[CH:18]=[C:17]([CH3:19])[C:16]2[C:12](=[CH:13][N:14]([CH2:20][O:21][CH2:22][CH2:23][Si:24]([CH3:27])([CH3:26])[CH3:25])[N:15]=2)[CH:11]=1)([CH3:4])([CH3:3])[CH3:2].[C:34]([C:36]1[CH:37]=[C:38]([CH:41]=[CH:42][CH:43]=1)[CH2:39]Br)#[N:35].C(=O)([O-])[O-].[K+].[K+], predict the reaction product. The product is: [C:34]([C:36]1[CH:37]=[C:38]([CH:41]=[CH:42][CH:43]=1)[CH2:39][N:32]1[CH:31]=[CH:30][N:29]=[C:28]1[CH:8]([NH:7][C:6](=[O:33])[O:5][C:1]([CH3:4])([CH3:2])[CH3:3])[CH2:9][C:10]1[CH:18]=[C:17]([CH3:19])[C:16]2[C:12](=[CH:13][N:14]([CH2:20][O:21][CH2:22][CH2:23][Si:24]([CH3:25])([CH3:27])[CH3:26])[N:15]=2)[CH:11]=1)#[N:35]. (3) Given the reactants C(O[C:4]([C:6]1[C:7]2[S:15][CH:14]=[C:13]([CH2:16][O:17][C:18]3[CH:23]=[C:22]([NH:24][C:25](=[O:33])[C:26]4[CH:31]=[CH:30][C:29]([Cl:32])=[CH:28][CH:27]=4)[CH:21]=[CH:20][C:19]=3[CH3:34])[C:8]=2[C:9]([NH2:12])=[N:10][CH:11]=1)=[O:5])C.[CH2:35]([CH2:37][NH2:38])[OH:36], predict the reaction product. The product is: [OH:36][CH2:35][CH2:37][NH:38][C:4]([C:6]1[C:7]2[S:15][CH:14]=[C:13]([CH2:16][O:17][C:18]3[CH:23]=[C:22]([NH:24][C:25](=[O:33])[C:26]4[CH:31]=[CH:30][C:29]([Cl:32])=[CH:28][CH:27]=4)[CH:21]=[CH:20][C:19]=3[CH3:34])[C:8]=2[C:9]([NH2:12])=[N:10][CH:11]=1)=[O:5]. (4) Given the reactants [Br:1][C:2]1[N:7]=[C:6]([C:8]2(O)[CH2:13][CH2:12][N:11]([C:14]([O:16][C:17]([CH3:20])([CH3:19])[CH3:18])=[O:15])[CH2:10][CH2:9]2)[CH:5]=[CH:4][CH:3]=1.O=P(Cl)(Cl)Cl.C(=O)([O-])O.[Na+], predict the reaction product. The product is: [Br:1][C:2]1[N:7]=[C:6]([C:8]2[CH2:13][CH2:12][N:11]([C:14]([O:16][C:17]([CH3:20])([CH3:19])[CH3:18])=[O:15])[CH2:10][CH:9]=2)[CH:5]=[CH:4][CH:3]=1. (5) Given the reactants C(O[CH2:9][C:10]1[CH:15]=[CH:14][C:13]([C:16]2(O)[CH2:19][CH:18]([CH2:20][N:21]3[CH2:25][CH2:24][CH2:23][CH2:22]3)[CH2:17]2)=[CH:12][CH:11]=1)C1C=CC=CC=1.CS(O)(=O)=O, predict the reaction product. The product is: [C:10]1([CH3:9])[CH:11]=[CH:12][C:13]([CH:16]2[CH2:17][CH:18]([CH2:20][N:21]3[CH2:25][CH2:24][CH2:23][CH2:22]3)[CH2:19]2)=[CH:14][CH:15]=1.